Dataset: Catalyst prediction with 721,799 reactions and 888 catalyst types from USPTO. Task: Predict which catalyst facilitates the given reaction. Reactant: [CH3:1][CH2:2][CH2:3][CH2:4][CH2:5][CH2:6][O:7][C:8](/[N:10]=[C:11](\[NH2:46])/[C:12]1[CH:13]=[CH:14][C:15]([NH:18][CH2:19][C:20]2[N:28]([CH3:29])[C:27]3[CH:26]=[CH:25][C:24]([C:30]([N:32]([C:40]4[CH:41]=[CH:42][CH:43]=[CH:44][N:45]=4)[CH2:33][CH2:34][C:35]([O:37][CH2:38][CH3:39])=[O:36])=[O:31])=[CH:23][C:22]=3[N:21]=2)=[CH:16][CH:17]=1)=[O:9].[CH3:47][S:48]([OH:51])(=[O:50])=[O:49]. The catalyst class is: 21. Product: [CH3:1][CH2:2][CH2:3][CH2:4][CH2:5][CH2:6][O:7][C:8](/[N:10]=[C:11](\[NH2:46])/[C:12]1[CH:13]=[CH:14][C:15]([NH:18][CH2:19][C:20]2[N:28]([CH3:29])[C:27]3[CH:26]=[CH:25][C:24]([C:30]([N:32]([C:40]4[CH:41]=[CH:42][CH:43]=[CH:44][N:45]=4)[CH2:33][CH2:34][C:35]([O:37][CH2:38][CH3:39])=[O:36])=[O:31])=[CH:23][C:22]=3[N:21]=2)=[CH:16][CH:17]=1)=[O:9].[CH3:47][S:48]([OH:51])(=[O:50])=[O:49].